From a dataset of Reaction yield outcomes from USPTO patents with 853,638 reactions. Predict the reaction yield, written as a fraction of the theoretical maximum amount of product (1.0 means a 100% yield; for example, 0.34 means a 34% yield). (1) The reactants are [Cl:1][C:2]1[N:7]=[CH:6][C:5]2[C:8]([I:11])=[N:9][NH:10][C:4]=2[CH:3]=1.[CH3:12][C@H:13](O)[CH2:14][CH3:15]. The catalyst is CO. The product is [C@H:13]([N:10]1[C:4]2[CH:3]=[C:2]([Cl:1])[N:7]=[CH:6][C:5]=2[C:8]([I:11])=[N:9]1)([CH2:14][CH3:15])[CH3:12]. The yield is 0.760. (2) The reactants are [F:1][C:2]([F:11])([F:10])[C:3]1[CH:4]=[C:5]([CH:7]=[CH:8][CH:9]=1)[NH2:6].C(N(CC)CC)C.Cl[C:20](=[O:27])[CH2:21][C:22]([O:24][CH2:25][CH3:26])=[O:23]. The catalyst is CC(C)=O. The product is [O:27]=[C:20]([NH:6][C:5]1[CH:7]=[CH:8][CH:9]=[C:3]([C:2]([F:10])([F:11])[F:1])[CH:4]=1)[CH2:21][C:22]([O:24][CH2:25][CH3:26])=[O:23]. The yield is 0.990. (3) The reactants are [CH3:1][O:2][C:3]1[CH:19]=[CH:18][C:6]([CH2:7][N:8]2[C:12](=[O:13])[CH2:11][CH:10]([C:14](OC)=[O:15])[CH2:9]2)=[CH:5][CH:4]=1.[NH3:20]. No catalyst specified. The product is [CH3:1][O:2][C:3]1[CH:19]=[CH:18][C:6]([CH2:7][N:8]2[C:12](=[O:13])[CH2:11][CH:10]([C:14]([NH2:20])=[O:15])[CH2:9]2)=[CH:5][CH:4]=1. The yield is 0.965. (4) The reactants are [CH3:1][C:2]1[NH:3][CH:4]=[C:5]([CH:7]=O)[N:6]=1.[NH2:9][CH2:10][C:11]1[CH:38]=[CH:37][C:14]([CH2:15][N:16]([CH2:27][C:28]2[NH:32][C:31]3[CH:33]=[CH:34][CH:35]=[CH:36][C:30]=3[N:29]=2)[CH:17]2[C:26]3[N:25]=[CH:24][CH:23]=[CH:22][C:21]=3[CH2:20][CH2:19][CH2:18]2)=[CH:13][CH:12]=1.[BH4-].[Na+]. The catalyst is CO. The product is [NH:32]1[C:31]2[CH:33]=[CH:34][CH:35]=[CH:36][C:30]=2[N:29]=[C:28]1[CH2:27][N:16]([CH2:15][C:14]1[CH:13]=[CH:12][C:11]([CH2:10][NH:9][CH2:7][C:5]2[N:6]=[C:2]([CH3:1])[NH:3][CH:4]=2)=[CH:38][CH:37]=1)[CH:17]1[C:26]2[N:25]=[CH:24][CH:23]=[CH:22][C:21]=2[CH2:20][CH2:19][CH2:18]1. The yield is 0.530. (5) The reactants are [CH3:1][O:2][C:3](=[O:13])[C:4]1[CH:9]=[CH:8][C:7]([CH2:10]Br)=[CH:6][C:5]=1[Br:12].[CH2:14]([N:21]1[C:29]2[C:24](=[CH:25][CH:26]=[CH:27][CH:28]=2)[C:23]([CH:30]=[N:31][OH:32])=[CH:22]1)[C:15]1[CH:20]=[CH:19][CH:18]=[CH:17][CH:16]=1.C(=O)([O-])[O-].[Cs+].[Cs+]. The catalyst is CC(C)=O. The product is [CH3:1][O:2][C:3](=[O:13])[C:4]1[CH:9]=[CH:8][C:7]([CH2:10][O:32]/[N:31]=[CH:30]/[C:23]2[C:24]3[C:29](=[CH:28][CH:27]=[CH:26][CH:25]=3)[N:21]([CH2:14][C:15]3[CH:20]=[CH:19][CH:18]=[CH:17][CH:16]=3)[CH:22]=2)=[CH:6][C:5]=1[Br:12]. The yield is 0.340. (6) The reactants are [NH2:1][C:2]1[CH:7]=[CH:6][C:5]([N:8]2[CH2:13][CH2:12][N:11]([C:14]([O:16][C:17]([CH3:20])([CH3:19])[CH3:18])=[O:15])[CH2:10][CH2:9]2)=[CH:4][CH:3]=1.[C:21](N1C=CN=C1)(N1C=CN=C1)=[S:22]. The catalyst is CN(C)C=O. The product is [N:1]([C:2]1[CH:7]=[CH:6][C:5]([N:8]2[CH2:13][CH2:12][N:11]([C:14]([O:16][C:17]([CH3:20])([CH3:19])[CH3:18])=[O:15])[CH2:10][CH2:9]2)=[CH:4][CH:3]=1)=[C:21]=[S:22]. The yield is 0.940. (7) The reactants are [CH3:1][C:2]1[C:6]([C:7]2[CH:8]=[C:9]([C:31]([NH2:33])=[O:32])[C:10]3[NH:11][C:12]4[C:17]([C:18]=3[C:19]=2[F:20])=[CH:16][CH:15]=[C:14]([C:21]([N:23]2[CH2:28][C@H:27]([CH3:29])[O:26][C@H:25]([CH3:30])[CH2:24]2)=[O:22])[CH:13]=4)=[C:5]([CH3:34])[O:4][N:3]=1.C(=O)([O-])[O-].[K+].[K+].BrC1C=C2C(=CC=1Br)N([CH2:56][CH:57]1[CH2:59][CH2:58]1)C1C(C(N)=O)=CC(C3C(C)=NOC=3C)=CC2=1.BrCC1CC1. The catalyst is CC(C)=O. The product is [CH:57]1([CH2:56][N:11]2[C:10]3[C:9]([C:31]([NH2:33])=[O:32])=[CH:8][C:7]([C:6]4[C:2]([CH3:1])=[N:3][O:4][C:5]=4[CH3:34])=[C:19]([F:20])[C:18]=3[C:17]3[C:12]2=[CH:13][C:14]([C:21]([N:23]2[CH2:28][C@H:27]([CH3:29])[O:26][C@H:25]([CH3:30])[CH2:24]2)=[O:22])=[CH:15][CH:16]=3)[CH2:59][CH2:58]1. The yield is 0.196.